Dataset: Catalyst prediction with 721,799 reactions and 888 catalyst types from USPTO. Task: Predict which catalyst facilitates the given reaction. (1) Reactant: [Cl:1][C:2]1[C:6]([Cl:7])=[C:5]([CH3:8])[NH:4][C:3]=1[C:9]([NH:11][C@H:12]1[CH2:17][CH2:16][N:15]([C:18]2[S:19][C:20]([C:36]([O:38]CC)=[O:37])=[C:21]([C:23]3[CH:28]=[N:27][C:26]([N:29]4[CH2:34][CH2:33][N:32]([CH3:35])[CH2:31][CH2:30]4)=[CH:25][N:24]=3)[N:22]=2)[CH2:14][C@H:13]1[O:41][CH3:42])=[O:10].[OH-].[Na+]. Product: [Cl:1][C:2]1[C:6]([Cl:7])=[C:5]([CH3:8])[NH:4][C:3]=1[C:9]([NH:11][C@H:12]1[CH2:17][CH2:16][N:15]([C:18]2[S:19][C:20]([C:36]([OH:38])=[O:37])=[C:21]([C:23]3[CH:28]=[N:27][C:26]([N:29]4[CH2:34][CH2:33][N:32]([CH3:35])[CH2:31][CH2:30]4)=[CH:25][N:24]=3)[N:22]=2)[CH2:14][C@H:13]1[O:41][CH3:42])=[O:10]. The catalyst class is: 5. (2) Reactant: [Cl:1][C:2]1[N:3]=[CH:4][NH:5][C:6]=1[Cl:7].[OH-].[K+].[CH2:10]([Br:17])[C:11]1[CH:16]=[CH:15][CH:14]=[CH:13][CH:12]=1. Product: [Br-:17].[CH2:10]([N:3]1[C:2]([Cl:1])=[C:6]([Cl:7])[N+:5]([CH2:10][C:11]2[CH:16]=[CH:15][CH:14]=[CH:13][CH:12]=2)=[CH:4]1)[C:11]1[CH:16]=[CH:15][CH:14]=[CH:13][CH:12]=1. The catalyst class is: 10. (3) Reactant: C([N:8]1[CH2:12][C@@H:11]([C:13]2[CH:18]=[CH:17][C:16]([Cl:19])=[C:15]([Cl:20])[CH:14]=2)[C@H:10]([N:21]([CH3:36])[C:22](=[O:35])[C:23]2[CH:28]=[CH:27][C:26]([O:29][CH3:30])=[C:25]([C:31]([F:34])([F:33])[F:32])[CH:24]=2)[CH2:9]1)C1C=CC=CC=1.Cl[C:38]([O:40][CH2:41][C:42]([Cl:45])([Cl:44])[Cl:43])=[O:39]. Product: [Cl:43][C:42]([Cl:45])([Cl:44])[CH2:41][O:40][C:38]([N:8]1[CH2:9][CH:10]([N:21]([C:22](=[O:35])[C:23]2[CH:28]=[CH:27][C:26]([O:29][CH3:30])=[C:25]([C:31]([F:34])([F:33])[F:32])[CH:24]=2)[CH3:36])[CH:11]([C:13]2[CH:18]=[CH:17][C:16]([Cl:19])=[C:15]([Cl:20])[CH:14]=2)[CH2:12]1)=[O:39]. The catalyst class is: 23.